From a dataset of Forward reaction prediction with 1.9M reactions from USPTO patents (1976-2016). Predict the product of the given reaction. (1) Given the reactants [N+](C1C=CC(C([O:10][CH2:11][CH2:12][CH2:13][CH2:14][O:15][N+:16]([O-:18])=[O:17])=O)=CC=1)([O-])=O.C1COCC1.CCO.[OH-].[Na+], predict the reaction product. The product is: [N+:16]([O-:18])([O:15][CH2:14][CH2:13][CH2:12][CH2:11][OH:10])=[O:17]. (2) Given the reactants C([O:8][C:9]([C:11]1([C:42]([N:44]2[CH2:49][CH2:48][O:47][CH2:46][CH2:45]2)=[O:43])[CH2:16][CH2:15][N:14]([CH2:17][C:18]2[CH:23]=[CH:22][C:21]([C:24]3[N:28]=[C:27]([C:29]4[CH:34]=[CH:33][C:32]([C:35]5[CH:40]=[CH:39][CH:38]=[CH:37][CH:36]=5)=[C:31]([F:41])[CH:30]=4)[O:26][N:25]=3)=[CH:20][CH:19]=2)[CH2:13][CH2:12]1)=[O:10])C1C=CC=CC=1, predict the reaction product. The product is: [F:41][C:31]1[CH:30]=[C:29]([C:27]2[O:26][N:25]=[C:24]([C:21]3[CH:20]=[CH:19][C:18]([CH2:17][N:14]4[CH2:13][CH2:12][C:11]([C:42]([N:44]5[CH2:45][CH2:46][O:47][CH2:48][CH2:49]5)=[O:43])([C:9]([OH:10])=[O:8])[CH2:16][CH2:15]4)=[CH:23][CH:22]=3)[N:28]=2)[CH:34]=[CH:33][C:32]=1[C:35]1[CH:36]=[CH:37][CH:38]=[CH:39][CH:40]=1.